From a dataset of Peptide-MHC class I binding affinity with 185,985 pairs from IEDB/IMGT. Regression. Given a peptide amino acid sequence and an MHC pseudo amino acid sequence, predict their binding affinity value. This is MHC class I binding data. (1) The MHC is HLA-B54:01 with pseudo-sequence HLA-B54:01. The binding affinity (normalized) is 0.0184. The peptide sequence is KPDHDGNTPL. (2) The peptide sequence is SEFKSRFFIW. The MHC is HLA-A01:01 with pseudo-sequence HLA-A01:01. The binding affinity (normalized) is 0.288.